This data is from Forward reaction prediction with 1.9M reactions from USPTO patents (1976-2016). The task is: Predict the product of the given reaction. (1) Given the reactants [CH3:1][O:2][C:3](=[O:15])[CH2:4][C:5]1[C:6]([N+:12]([O-:14])=[O:13])=[N:7][CH:8]=[C:9](Br)[CH:10]=1.[CH3:16][N:17]1[CH2:22][CH2:21][NH:20][CH2:19][CH2:18]1, predict the reaction product. The product is: [CH3:1][O:2][C:3](=[O:15])[CH2:4][C:5]1[C:6]([N+:12]([O-:14])=[O:13])=[N:7][CH:8]=[C:9]([N:20]2[CH2:21][CH2:22][N:17]([CH3:16])[CH2:18][CH2:19]2)[CH:10]=1. (2) Given the reactants [C:1]([O:5][C:6]([N:8]1[CH2:13][CH2:12][N:11]([C:14]2[N:22]([CH2:23][C:24]#[C:25][CH3:26])[C:21]3[C:20](=[O:27])[N:19]([CH2:28][CH2:29][N:30]=[N+]=[N-])[C:18](=[O:33])[N:17]([CH3:34])[C:16]=3[N:15]=2)[CH2:10][CH2:9]1)=[O:7])([CH3:4])([CH3:3])[CH3:2].O.C1(P(C2C=CC=CC=2)C2C=CC=CC=2)C=CC=CC=1, predict the reaction product. The product is: [C:1]([O:5][C:6]([N:8]1[CH2:9][CH2:10][N:11]([C:14]2[N:22]([CH2:23][C:24]#[C:25][CH3:26])[C:21]3[C:20](=[O:27])[N:19]([CH2:28][CH2:29][NH2:30])[C:18](=[O:33])[N:17]([CH3:34])[C:16]=3[N:15]=2)[CH2:12][CH2:13]1)=[O:7])([CH3:4])([CH3:2])[CH3:3].